Regression. Given two drug SMILES strings and cell line genomic features, predict the synergy score measuring deviation from expected non-interaction effect. From a dataset of NCI-60 drug combinations with 297,098 pairs across 59 cell lines. (1) Drug 1: CN(C)N=NC1=C(NC=N1)C(=O)N. Drug 2: C1CC(=O)NC(=O)C1N2C(=O)C3=CC=CC=C3C2=O. Cell line: CAKI-1. Synergy scores: CSS=20.6, Synergy_ZIP=10.0, Synergy_Bliss=13.8, Synergy_Loewe=13.0, Synergy_HSA=13.9. (2) Drug 1: CC(CN1CC(=O)NC(=O)C1)N2CC(=O)NC(=O)C2. Drug 2: C1=CC(=CC=C1CC(C(=O)O)N)N(CCCl)CCCl.Cl. Cell line: KM12. Synergy scores: CSS=25.4, Synergy_ZIP=-4.87, Synergy_Bliss=-8.72, Synergy_Loewe=-4.81, Synergy_HSA=-4.40.